Dataset: Reaction yield outcomes from USPTO patents with 853,638 reactions. Task: Predict the reaction yield, written as a fraction of the theoretical maximum amount of product (1.0 means a 100% yield; for example, 0.34 means a 34% yield). (1) The reactants are [H-].[Na+].[CH2:3]([N:10]1[CH2:15][CH2:14][C:13]([NH:21][C:22](=[O:27])[CH2:23][CH2:24][CH2:25]Cl)([C:16]([O:18][CH2:19][CH3:20])=[O:17])[CH2:12][CH2:11]1)[C:4]1[CH:9]=[CH:8][CH:7]=[CH:6][CH:5]=1.[I-].[Na+].C(Cl)Cl.CO. The catalyst is C1COCC1. The product is [CH2:3]([N:10]1[CH2:15][CH2:14][C:13]([N:21]2[CH2:25][CH2:24][CH2:23][C:22]2=[O:27])([C:16]([O:18][CH2:19][CH3:20])=[O:17])[CH2:12][CH2:11]1)[C:4]1[CH:9]=[CH:8][CH:7]=[CH:6][CH:5]=1. The yield is 0.670. (2) The product is [NH2:2][C:11]1[C:10]([N+:15]([O-:17])=[O:16])=[CH:9][C:5]([C:6]([OH:8])=[O:7])=[C:4]([F:3])[C:12]=1[F:13]. The reactants are [OH-].[NH4+:2].[F:3][C:4]1[C:12]([F:13])=[C:11](F)[C:10]([N+:15]([O-:17])=[O:16])=[CH:9][C:5]=1[C:6]([OH:8])=[O:7].Cl. The catalyst is O. The yield is 0.950. (3) The reactants are [OH:1][C@H:2]([C@@H:13]([NH:18]C(=O)OC(C)(C)C)[CH2:14][CH2:15][CH2:16][CH3:17])[CH2:3][NH:4][C:5]([N:7]1[CH2:12][CH2:11][O:10][CH2:9][CH2:8]1)=[O:6].O[C@@H]([C@@H](NC(=O)OC(C)(C)C)CCCC)CNC(N1CCOCC1)=O.Cl.C(N(CC)C(C)C)(C)C.[C:61](=[O:94])(OC1C=CC([N+]([O-])=O)=CC=1)[O:62][C@H:63]([CH2:68][N:69]1[CH:73]=[CH:72][C:71]([C:74]2[CH:79]=[CH:78][C:77]([C:80]([F:83])([F:82])[F:81])=[CH:76][CH:75]=2)=[N:70]1)[C:64]([CH3:67])([CH3:66])[CH3:65]. The catalyst is O1CCOCC1.CN(C)C=O.C(OCC)(=O)C. The product is [OH:1][C@H:2]([C@@H:13]([NH:18][C:61](=[O:94])[O:62][C@H:63]([CH2:68][N:69]1[CH:73]=[CH:72][C:71]([C:74]2[CH:79]=[CH:78][C:77]([C:80]([F:81])([F:83])[F:82])=[CH:76][CH:75]=2)=[N:70]1)[C:64]([CH3:66])([CH3:65])[CH3:67])[CH2:14][CH2:15][CH2:16][CH3:17])[CH2:3][NH:4][C:5]([N:7]1[CH2:8][CH2:9][O:10][CH2:11][CH2:12]1)=[O:6]. The yield is 0.550. (4) The reactants are [OH:1][CH2:2][CH2:3][CH2:4][NH:5][C:6](=[O:12])[O:7][C:8]([CH3:11])([CH3:10])[CH3:9].CC(OI1(OC(C)=O)(OC(C)=O)OC(=O)C2C=CC=CC1=2)=O.[O-]S([O-])(=S)=O.[Na+].[Na+].C([O-])(O)=O.[Na+]. The catalyst is C(Cl)Cl.CCOCC. The product is [C:8]([O:7][C:6]([NH:5][CH2:4][CH2:3][CH:2]=[O:1])=[O:12])([CH3:11])([CH3:10])[CH3:9]. The yield is 0.960. (5) The reactants are [CH3:1][O:2][C:3](=[O:30])[C:4]1[CH:16]=[C:15]([Sn](CCCC)(CCCC)CCCC)[CH:14]=[C:6]([C:7]([N:9]([CH3:13])[CH2:10][CH2:11][CH3:12])=[O:8])[CH:5]=1.Cl.[C:32](Cl)(=[O:39])[C:33]1[CH:38]=[CH:37][CH:36]=[N:35][CH:34]=1.C(P(C(C)(C)C)C1C=CC=CC=1C1C=CC=CC=1)(C)(C)C. The catalyst is C1C=CC(/C=C/C(/C=C/C2C=CC=CC=2)=O)=CC=1.C1C=CC(/C=C/C(/C=C/C2C=CC=CC=2)=O)=CC=1.[Pd].C1COCC1. The product is [CH3:1][O:2][C:3](=[O:30])[C:4]1[CH:16]=[C:15]([C:32]([C:33]2[CH:34]=[N:35][CH:36]=[CH:37][CH:38]=2)=[O:39])[CH:14]=[C:6]([C:7]([N:9]([CH3:13])[CH2:10][CH2:11][CH3:12])=[O:8])[CH:5]=1. The yield is 0.210. (6) The yield is 0.840. The reactants are [NH2:1][C@@:2]([CH3:15])([CH2:6][C:7]1[CH:12]=[CH:11][C:10]([O:13]C)=[CH:9][CH:8]=1)[C:3](N)=[O:4].C1(CC(N)=[O:24])C=CC=CC=1.Br. The catalyst is O. The product is [CH3:15][C@@:2]([NH2:1])([C:3]([OH:24])=[O:4])[CH2:6][C:7]1[CH:12]=[CH:11][C:10]([OH:13])=[CH:9][CH:8]=1. (7) The reactants are [Cl-].[Ca+2].[Cl-].O.[N+:5]([C:8]1[CH:9]=[C:10]([CH:32]=[CH:33][CH:34]=1)[O:11][CH2:12][C:13]1[CH:18]=[CH:17][C:16]([CH:19]2[CH2:24][CH2:23][N:22]([C:25]([O:27][C:28]([CH3:31])([CH3:30])[CH3:29])=[O:26])[CH2:21][CH2:20]2)=[CH:15][N:14]=1)([O-])=O. The catalyst is C(O)C.[Zn]. The product is [NH2:5][C:8]1[CH:9]=[C:10]([CH:32]=[CH:33][CH:34]=1)[O:11][CH2:12][C:13]1[CH:18]=[CH:17][C:16]([CH:19]2[CH2:24][CH2:23][N:22]([C:25]([O:27][C:28]([CH3:30])([CH3:31])[CH3:29])=[O:26])[CH2:21][CH2:20]2)=[CH:15][N:14]=1. The yield is 0.940.